This data is from Forward reaction prediction with 1.9M reactions from USPTO patents (1976-2016). The task is: Predict the product of the given reaction. (1) Given the reactants Br[C:2]1[C:3]([O:13][CH3:14])=[C:4]([CH:10]([OH:12])[CH3:11])[CH:5]=[C:6]([Cl:9])[C:7]=1[CH3:8].CC1(C)C(C)(C)OB([C:23]2[CH:28]=[CH:27][N:26]=[C:25]([C:29]#[N:30])[CH:24]=2)O1.C(=O)([O-])[O-].[Na+].[Na+].ClCCl, predict the reaction product. The product is: [Cl:9][C:6]1[C:7]([CH3:8])=[C:2]([C:23]2[CH:28]=[CH:27][N:26]=[C:25]([C:29]#[N:30])[CH:24]=2)[C:3]([O:13][CH3:14])=[C:4]([CH:10]([OH:12])[CH3:11])[CH:5]=1. (2) Given the reactants [C:1]([OH:8])(=[O:7])/[CH:2]=[CH:3]/[C:4]([OH:6])=[O:5].[CH3:9][N:10]([CH2:17][CH2:18][O:19][C:20]1[CH:33]=[CH:32][C:23]([CH2:24][CH:25]2[S:29][C:28](=[O:30])[NH:27][C:26]2=[O:31])=[CH:22][CH:21]=1)[C:11]1[CH:16]=[CH:15][CH:14]=[CH:13][N:12]=1, predict the reaction product. The product is: [C:1]([OH:8])(=[O:7])/[CH:2]=[CH:3]/[C:4]([OH:6])=[O:5].[CH3:9][N:10]([CH2:17][CH2:18][O:19][C:20]1[CH:33]=[CH:32][C:23]([CH2:24][CH:25]2[S:29][C:28](=[O:30])[NH:27][C:26]2=[O:31])=[CH:22][CH:21]=1)[C:11]1[CH:16]=[CH:15][CH:14]=[CH:13][N:12]=1. (3) The product is: [C:13]([C:15]1[CH:20]=[CH:19][C:18]([N:7]2[CH:2]=[CH:3][CH:4]=[C:5]([OH:11])[C:6]2=[O:8])=[CH:17][CH:16]=1)#[N:14]. Given the reactants I[C:2]1[N:7]=[C:6]([O:8]CC)[C:5]([O:11]C)=[CH:4][CH:3]=1.[C:13]([C:15]1[CH:20]=[CH:19][C:18](B(O)O)=[CH:17][CH:16]=1)#[N:14].C([O-])([O-])=O.[K+].[K+], predict the reaction product. (4) The product is: [F:1][C:2]1[CH:32]=[CH:31][C:5]([CH2:6][NH:7][C:8]([C:10]2[N:11]=[C:12]3[N:27]([CH:28]([CH3:30])[CH3:29])[CH2:26][CH2:25][N:13]3[C:14](=[O:24])[C:15]=2[OH:16])=[O:9])=[C:4]([S:33](=[O:37])(=[O:38])[N:34]([CH3:36])[CH3:35])[CH:3]=1. Given the reactants [F:1][C:2]1[CH:32]=[CH:31][C:5]([CH2:6][NH:7][C:8]([C:10]2[N:11]=[C:12]3[N:27]([CH:28]([CH3:30])[CH3:29])[CH2:26][CH2:25][N:13]3[C:14](=[O:24])[C:15]=2[O:16]CC2C=CC=CC=2)=[O:9])=[C:4]([S:33](=[O:38])(=[O:37])[N:34]([CH3:36])[CH3:35])[CH:3]=1, predict the reaction product. (5) The product is: [C:1]([O:4][C:5]1[CH:6]=[C:7]([CH2:14][C:15]([O:17][C:18]([CH3:21])([CH3:20])[CH3:19])=[O:16])[CH:8]=[C:9]([CH3:22])[C:10]=1[N+:11]([O-:13])=[O:12])(=[O:3])[CH3:2]. Given the reactants [C:1]([O:4][C:5]1[CH:6]=[C:7]([CH2:14][C:15]([O:17][C:18]([CH3:21])([CH3:20])[CH3:19])=[O:16])[CH:8]=[CH:9][C:10]=1[N+:11]([O-:13])=[O:12])(=[O:3])[CH3:2].[CH3:22][Mg]Cl.ClC1C(=O)C(C#N)=C(C#N)C(=O)C=1Cl, predict the reaction product. (6) Given the reactants [CH3:1][N:2]([CH3:12])[C:3]1[CH:4]=[C:5]([C:9](=[O:11])[CH3:10])[CH:6]=[CH:7][CH:8]=1.[C:13](OCC)(=[O:19])[C:14]([O:16][CH2:17][CH3:18])=[O:15], predict the reaction product. The product is: [CH2:17]([O:16][C:14](=[O:15])[C:13]([OH:19])=[CH:10][C:9]([C:5]1[CH:6]=[CH:7][CH:8]=[C:3]([N:2]([CH3:1])[CH3:12])[CH:4]=1)=[O:11])[CH3:18].